Dataset: Reaction yield outcomes from USPTO patents with 853,638 reactions. Task: Predict the reaction yield, written as a fraction of the theoretical maximum amount of product (1.0 means a 100% yield; for example, 0.34 means a 34% yield). (1) The reactants are [Cl:1][C:2]1[CH:3]=[C:4]([CH2:9][C:10]([OH:12])=O)[CH:5]=[CH:6][C:7]=1[Cl:8].C1N=CN(C(N2C=NC=C2)=O)C=1.Cl.[NH2:26][CH2:27][C:28]1[CH:29]=[C:30]2[C:34](=[CH:35][CH:36]=1)[C:33](=[O:37])[N:32]([CH:38]1[CH2:43][CH2:42][C:41](=[O:44])[NH:40][C:39]1=[O:45])[CH2:31]2.O. The catalyst is CN(C=O)C. The product is [Cl:1][C:2]1[CH:3]=[C:4]([CH2:9][C:10]([NH:26][CH2:27][C:28]2[CH:29]=[C:30]3[C:34](=[CH:35][CH:36]=2)[C:33](=[O:37])[N:32]([CH:38]2[CH2:43][CH2:42][C:41](=[O:44])[NH:40][C:39]2=[O:45])[CH2:31]3)=[O:12])[CH:5]=[CH:6][C:7]=1[Cl:8]. The yield is 0.340. (2) The reactants are [CH2:1]([O:8][C:9]1[C:10]([C:27]([OH:29])=[O:28])=[N:11][CH:12]=[C:13]([C:16](=[O:26])[NH:17][CH2:18][C:19]2[CH:24]=[CH:23][C:22]([F:25])=[CH:21][CH:20]=2)[C:14]=1[OH:15])[C:2]1[CH:7]=[CH:6][CH:5]=[CH:4][CH:3]=1.Cl.[CH3:31]N(C)CCCN=C=NCC.ON1C2C=CC=CC=2N=N1.C(N(CC)CC)C. The catalyst is CN(C)C=O.C(OCC)(=O)C.CO. The product is [CH3:31][O:28][C:27]([C:10]1[C:9]([O:8][CH2:1][C:2]2[CH:3]=[CH:4][CH:5]=[CH:6][CH:7]=2)=[C:14]([OH:15])[C:13]([C:16](=[O:26])[NH:17][CH2:18][C:19]2[CH:20]=[CH:21][C:22]([F:25])=[CH:23][CH:24]=2)=[CH:12][N:11]=1)=[O:29]. The yield is 0.690.